This data is from Catalyst prediction with 721,799 reactions and 888 catalyst types from USPTO. The task is: Predict which catalyst facilitates the given reaction. (1) The catalyst class is: 4. Product: [Cl:11][C:12]1[CH:13]=[C:14]([C@@H:18]2[C@@H:23]([C:24]3[CH:29]=[CH:28][C:27]([Cl:30])=[CH:26][CH:25]=3)[N:22]([C@@H:31]([CH2:34][CH3:35])[CH:32]=[O:33])[C:21](=[O:36])[C@:20]([CH2:38][C:39]([OH:41])=[O:40])([CH3:37])[CH2:19]2)[CH:15]=[CH:16][CH:17]=1. Reactant: C(Cl)(=O)C(Cl)=O.CS(C)=O.[Cl:11][C:12]1[CH:13]=[C:14]([C@@H:18]2[C@@H:23]([C:24]3[CH:29]=[CH:28][C:27]([Cl:30])=[CH:26][CH:25]=3)[N:22]([C@@H:31]([CH2:34][CH3:35])[CH2:32][OH:33])[C:21](=[O:36])[C@:20]([CH2:38][C:39]([OH:41])=[O:40])([CH3:37])[CH2:19]2)[CH:15]=[CH:16][CH:17]=1.C(N(CC)CC)C. (2) Reactant: C[Si](CC[O:7][C:8]([C:10]1[C:11]([NH:21][C:22]([O:24][CH2:25][C:26]2[O:27][C:28]3[CH:34]=[CH:33][C:32]([C:35]4[CH:40]=[CH:39][CH:38]=[CH:37][CH:36]=4)=[CH:31][C:29]=3[CH:30]=2)=[O:23])=[N:12][N:13]([C:15]2[CH:20]=[CH:19][CH:18]=[CH:17][CH:16]=2)[CH:14]=1)=[O:9])(C)C.[F-].C([N+](CCCC)(CCCC)CCCC)CCC. Product: [C:15]1([N:13]2[CH:14]=[C:10]([C:8]([OH:9])=[O:7])[C:11]([NH:21][C:22]([O:24][CH2:25][C:26]3[O:27][C:28]4[CH:34]=[CH:33][C:32]([C:35]5[CH:40]=[CH:39][CH:38]=[CH:37][CH:36]=5)=[CH:31][C:29]=4[CH:30]=3)=[O:23])=[N:12]2)[CH:20]=[CH:19][CH:18]=[CH:17][CH:16]=1. The catalyst class is: 3.